Dataset: Peptide-MHC class I binding affinity with 185,985 pairs from IEDB/IMGT. Task: Regression. Given a peptide amino acid sequence and an MHC pseudo amino acid sequence, predict their binding affinity value. This is MHC class I binding data. The peptide sequence is QRKRRWRRRWQ. The MHC is HLA-B27:05 with pseudo-sequence HLA-B27:05. The binding affinity (normalized) is 0.347.